Dataset: Reaction yield outcomes from USPTO patents with 853,638 reactions. Task: Predict the reaction yield, written as a fraction of the theoretical maximum amount of product (1.0 means a 100% yield; for example, 0.34 means a 34% yield). The reactants are [CH3:1][O:2][CH2:3][C@@H:4]([NH:6][C:7]([C:9]1[C:17]2[C:12](=[N:13][CH:14]=[C:15]([C:18]3[C:26]4[C:21](=[CH:22][C:23]([F:27])=[CH:24][CH:25]=4)[N:20]([CH2:28][C:29]4[CH:30]=[N:31][C:32]([N:35]5[CH2:40][CH2:39][O:38][CH2:37][CH2:36]5)=[CH:33][CH:34]=4)[N:19]=3)[N:16]=2)[N:11](COCC[Si](C)(C)C)[CH:10]=1)=[O:8])[CH3:5].FC(F)(F)C(O)=O.C(N)CN. The catalyst is ClCCl. The product is [CH3:1][O:2][CH2:3][C@@H:4]([NH:6][C:7]([C:9]1[C:17]2[C:12](=[N:13][CH:14]=[C:15]([C:18]3[C:26]4[C:21](=[CH:22][C:23]([F:27])=[CH:24][CH:25]=4)[N:20]([CH2:28][C:29]4[CH:30]=[N:31][C:32]([N:35]5[CH2:36][CH2:37][O:38][CH2:39][CH2:40]5)=[CH:33][CH:34]=4)[N:19]=3)[N:16]=2)[NH:11][CH:10]=1)=[O:8])[CH3:5]. The yield is 0.770.